This data is from Reaction yield outcomes from USPTO patents with 853,638 reactions. The task is: Predict the reaction yield, written as a fraction of the theoretical maximum amount of product (1.0 means a 100% yield; for example, 0.34 means a 34% yield). (1) The reactants are [CH3:1][C:2]([C:4]1[C:9]([Cl:10])=[C:8]([F:11])[CH:7]=[CH:6][C:5]=1[Cl:12])=[O:3].[H-].[Al+3].[Li+].[H-].[H-].[H-].[OH-].[Na+].[O-]S([O-])(=O)=O.[Mg+2]. The catalyst is C1COCC1.O. The product is [Cl:10][C:9]1[C:8]([F:11])=[CH:7][CH:6]=[C:5]([Cl:12])[C:4]=1[CH:2]([OH:3])[CH3:1]. The yield is 0.950. (2) The reactants are [CH3:1][C:2]1[NH:7][C:6](=[O:8])[C:5]([C:9]#[N:10])=[CH:4][CH:3]=1.[Br:11]N1C(=O)CCC1=O. The product is [Br:11][C:3]1[CH:4]=[C:5]([C:9]#[N:10])[C:6](=[O:8])[NH:7][C:2]=1[CH3:1]. The yield is 0.880. The catalyst is ClCCCl. (3) The reactants are [CH3:1][N:2]1[C:13](=[O:14])[C@H:12]([CH2:15][C:16]([O:18]C(C)(C)C)=[O:17])[CH2:11][CH:10]=[CH:9][CH2:8][CH2:7][C:6](=[O:23])[O:5][C@H:4]([C:24]2[CH:29]=[CH:28][CH:27]=[CH:26][CH:25]=2)[CH2:3]1.FC(F)(F)C(O)=O. The catalyst is C(Cl)Cl. The product is [CH3:1][N:2]1[C:13](=[O:14])[C@H:12]([CH2:15][C:16]([OH:18])=[O:17])[CH2:11][CH:10]=[CH:9][CH2:8][CH2:7][C:6](=[O:23])[O:5][C@H:4]([C:24]2[CH:25]=[CH:26][CH:27]=[CH:28][CH:29]=2)[CH2:3]1. The yield is 1.00. (4) The reactants are [F:1][C:2]1[CH:7]=[CH:6][C:5]([O:8][C:9]2[CH:10]=[N:11][C:12]([N+:15]([O-])=O)=[CH:13][CH:14]=2)=[CH:4][C:3]=1[NH:18][C:19]([NH:21][C:22]1[N:26]([C:27]2[CH:28]=[C:29]3[C:34](=[CH:35][CH:36]=2)[N:33]=[CH:32][CH:31]=[CH:30]3)[N:25]=[C:24]([CH:37]([CH3:39])[CH3:38])[CH:23]=1)=[O:20].[NH4+].[Cl-]. The catalyst is CO.[Zn]. The product is [NH2:15][C:12]1[N:11]=[CH:10][C:9]([O:8][C:5]2[CH:6]=[CH:7][C:2]([F:1])=[C:3]([NH:18][C:19]([NH:21][C:22]3[N:26]([C:27]4[CH:28]=[C:29]5[C:34](=[CH:35][CH:36]=4)[N:33]=[CH:32][CH:31]=[CH:30]5)[N:25]=[C:24]([CH:37]([CH3:38])[CH3:39])[CH:23]=3)=[O:20])[CH:4]=2)=[CH:14][CH:13]=1. The yield is 0.410. (5) The reactants are Br[C:2]1[CH:3]=[C:4]2[C:9](=[CH:10][CH:11]=1)[N:8]=[C:7]([C:12]1[CH:17]=[CH:16][CH:15]=[C:14]([C:18]([F:21])([F:20])[F:19])[CH:13]=1)[C:6]([CH3:22])=[C:5]2[C:23]([OH:25])=[O:24].[CH3:26][S:27]([O-:29])=[O:28].[Na+].Cl. The catalyst is CS(C)=O.C(OCC)(=O)C.O.[Cu]I. The product is [CH3:22][C:6]1[C:7]([C:12]2[CH:17]=[CH:16][CH:15]=[C:14]([C:18]([F:21])([F:20])[F:19])[CH:13]=2)=[N:8][C:9]2[C:4]([C:5]=1[C:23]([OH:25])=[O:24])=[CH:3][C:2]([S:27]([CH3:26])(=[O:29])=[O:28])=[CH:11][CH:10]=2. The yield is 0.300. (6) The reactants are [F:1][C:2]1[CH:10]=[C:9]2[C:5]([C:6]([CH:11]=O)=[CH:7][NH:8]2)=[CH:4][C:3]=1[C:13]1[CH:18]=[CH:17][C:16]([C:19]2([OH:23])[CH2:22]O[CH2:20]2)=[C:15]([O:24][CH3:25])[CH:14]=1.[CH3:26]C(=CC)C.Cl([O-])=O.[Na+].[OH2:35].[OH2:36].P([O-])(O)(O)=O.[Na+]. The catalyst is CC#N.O.C(O)(C)(C)C. The product is [F:1][C:2]1[CH:10]=[C:9]2[C:5]([C:6]([C:11]([OH:36])=[O:35])=[CH:7][NH:8]2)=[CH:4][C:3]=1[C:13]1[CH:18]=[CH:17][C:16]([C:19]2([OH:23])[CH2:20][CH2:26][CH2:22]2)=[C:15]([O:24][CH3:25])[CH:14]=1. The yield is 0.0810. (7) The reactants are [Cl:1][C:2]1[CH:10]=[CH:9][C:8]([I:11])=[CH:7][C:3]=1[C:4](O)=[O:5].CN(C)C=O.C(Cl)(=O)C([Cl:20])=O. The catalyst is C(Cl)Cl. The product is [Cl:1][C:2]1[CH:10]=[CH:9][C:8]([I:11])=[CH:7][C:3]=1[C:4]([Cl:20])=[O:5]. The yield is 1.00. (8) The yield is 0.672. The product is [CH2:10]([O:12][C:13](=[O:28])[C:14]([CH3:27])([CH3:26])[CH2:15][CH2:16][CH:17]([C:18]1[CH:23]=[CH:22][CH:21]=[CH:20][C:19]=1[Cl:24])[N:6]1[CH2:7][CH2:8][C:9]2[S:1][CH:2]=[CH:3][C:4]=2[CH2:5]1)[CH3:11]. The reactants are [S:1]1[C:9]2[CH2:8][CH2:7][NH:6][CH2:5][C:4]=2[CH:3]=[CH:2]1.[CH2:10]([O:12][C:13](=[O:28])[C:14]([CH3:27])([CH3:26])[CH2:15][CH2:16][CH:17](Br)[C:18]1[CH:23]=[CH:22][CH:21]=[CH:20][C:19]=1[Cl:24])[CH3:11].C(N(CC)CC)C.C(=O)(O)[O-].[Na+]. The catalyst is C1COCC1.CN(C1C=CN=CC=1)C. (9) The reactants are [CH2:1]1[CH:5]2[CH:6]3C=CC([CH:4]2[CH:3]=[CH:2]1)C3.C[SiH:12]([Cl:14])[Cl:13].CCCCCCCCCCCCCCCC. The catalyst is [Pd](Cl)Cl.C1(P(C2C=CC=CC=2)CCCCP(C2C=CC=CC=2)C2C=CC=CC=2)C=CC=CC=1.C1(C)C=CC=CC=1. The product is [CH:5]1([CH2:6][SiH:12]([Cl:14])[Cl:13])[CH2:4][CH2:3][CH:2]=[CH:1]1. The yield is 0.700.